From a dataset of Reaction yield outcomes from USPTO patents with 853,638 reactions. Predict the reaction yield, written as a fraction of the theoretical maximum amount of product (1.0 means a 100% yield; for example, 0.34 means a 34% yield). (1) The reactants are Cl.[CH2:2]([C:4]1[CH:5]=[C:6]([NH:16][C:17]([NH:19][CH2:20][C@H:21]2[CH2:26][CH2:25][CH2:24][NH:23][CH2:22]2)=[O:18])[CH:7]=[C:8]([C:10]2[N:14]([CH3:15])[N:13]=[N:12][N:11]=2)[CH:9]=1)[CH3:3].Cl[CH2:28][C:29]([C:31]1[CH:36]=[CH:35][C:34]([F:37])=[CH:33][CH:32]=1)=[O:30]. The catalyst is C(N(CC)CC)C. The product is [CH2:2]([C:4]1[CH:5]=[C:6]([NH:16][C:17]([NH:19][CH2:20][C@@H:21]2[CH2:26][CH2:25][CH2:24][N:23]([CH2:28][C:29]([C:31]3[CH:36]=[CH:35][C:34]([F:37])=[CH:33][CH:32]=3)=[O:30])[CH2:22]2)=[O:18])[CH:7]=[C:8]([C:10]2[N:14]([CH3:15])[N:13]=[N:12][N:11]=2)[CH:9]=1)[CH3:3]. The yield is 0.810. (2) The reactants are C(O[CH:5]([C:28]1[CH:29]=[CH:30][C:31]2[N:35]=[C:34]3[S:36][CH:37]=[CH:38][N:33]3[C:32]=2[CH:39]=1)[C:6]1(Br)[C:12](=[O:13])[N:11]2[C@@H:7]1[S:8][CH:9]=[C:10]2[C:14]([O:16]CC1C=CC([N+]([O-])=O)=CC=1)=[O:15])(=O)C.[H][H]. The catalyst is C1COCC1.P([O-])([O-])([O-])=O. The product is [O:13]=[C:12]1[N:11]2[C@H:7]([S:8][CH:9]=[C:10]2[C:14]([OH:16])=[O:15])/[C:6]/1=[CH:5]\[C:28]1[CH:29]=[CH:30][C:31]2[N:35]=[C:34]3[S:36][CH:37]=[CH:38][N:33]3[C:32]=2[CH:39]=1. The yield is 0.0800.